Dataset: Reaction yield outcomes from USPTO patents with 853,638 reactions. Task: Predict the reaction yield, written as a fraction of the theoretical maximum amount of product (1.0 means a 100% yield; for example, 0.34 means a 34% yield). The reactants are Br[C:2]1[N:3]=[C:4]([CH2:7][OH:8])[S:5][CH:6]=1.[CH2:9]([O:16][C:17]1[CH:22]=[CH:21][CH:20]=[CH:19][C:18]=1B(O)O)[C:10]1[CH:15]=[CH:14][CH:13]=[CH:12][CH:11]=1.C(=O)([O-])[O-].[Na+].[Na+]. The catalyst is COCCOC.C(O)C. The product is [CH2:9]([O:16][C:17]1[CH:22]=[CH:21][CH:20]=[CH:19][C:18]=1[C:2]1[N:3]=[C:4]([CH2:7][OH:8])[S:5][CH:6]=1)[C:10]1[CH:15]=[CH:14][CH:13]=[CH:12][CH:11]=1. The yield is 0.880.